Dataset: Merck oncology drug combination screen with 23,052 pairs across 39 cell lines. Task: Regression. Given two drug SMILES strings and cell line genomic features, predict the synergy score measuring deviation from expected non-interaction effect. (1) Drug 1: CS(=O)(=O)CCNCc1ccc(-c2ccc3ncnc(Nc4ccc(OCc5cccc(F)c5)c(Cl)c4)c3c2)o1. Drug 2: COC1=C2CC(C)CC(OC)C(O)C(C)C=C(C)C(OC(N)=O)C(OC)C=CC=C(C)C(=O)NC(=CC1=O)C2=O. Cell line: LNCAP. Synergy scores: synergy=56.3. (2) Synergy scores: synergy=4.42. Cell line: RPMI7951. Drug 1: O=c1[nH]cc(F)c(=O)[nH]1. Drug 2: O=C(O)C1(Cc2cccc(Nc3nccs3)n2)CCC(Oc2cccc(Cl)c2F)CC1. (3) Drug 1: COC1=C2CC(C)CC(OC)C(O)C(C)C=C(C)C(OC(N)=O)C(OC)C=CC=C(C)C(=O)NC(=CC1=O)C2=O. Drug 2: Cn1c(=O)n(-c2ccc(C(C)(C)C#N)cc2)c2c3cc(-c4cnc5ccccc5c4)ccc3ncc21. Cell line: NCIH520. Synergy scores: synergy=9.40. (4) Drug 1: NC(=O)c1cccc2cn(-c3ccc(C4CCCNC4)cc3)nc12. Drug 2: Cn1c(=O)n(-c2ccc(C(C)(C)C#N)cc2)c2c3cc(-c4cnc5ccccc5c4)ccc3ncc21. Cell line: RPMI7951. Synergy scores: synergy=17.5. (5) Drug 1: COC12C(COC(N)=O)C3=C(C(=O)C(C)=C(N)C3=O)N1CC1NC12. Drug 2: Cn1cc(-c2cnn3c(N)c(Br)c(C4CCCNC4)nc23)cn1. Cell line: NCIH1650. Synergy scores: synergy=7.79.